From a dataset of Peptide-MHC class II binding affinity with 134,281 pairs from IEDB. Regression. Given a peptide amino acid sequence and an MHC pseudo amino acid sequence, predict their binding affinity value. This is MHC class II binding data. (1) The peptide sequence is NFRFMSKGGMRNVFDEVIPT. The MHC is HLA-DQA10101-DQB10501 with pseudo-sequence HLA-DQA10101-DQB10501. The binding affinity (normalized) is 0.825. (2) The peptide sequence is EVIPTAFSIGKTYKP. The MHC is DRB1_0401 with pseudo-sequence DRB1_0401. The binding affinity (normalized) is 0.350. (3) The peptide sequence is QGLRYFIMAYVNQAH. The MHC is DRB1_0701 with pseudo-sequence DRB1_0701. The binding affinity (normalized) is 0.772. (4) The peptide sequence is QNRTWENHCTYAGPF. The MHC is DRB1_0101 with pseudo-sequence DRB1_0101. The binding affinity (normalized) is 0. (5) The peptide sequence is GCIHMARSLANEWRD. The MHC is DRB4_0101 with pseudo-sequence DRB4_0103. The binding affinity (normalized) is 0.482. (6) The peptide sequence is ATSLDTMTQMNQAFR. The MHC is DRB1_0405 with pseudo-sequence DRB1_0405. The binding affinity (normalized) is 0.165. (7) The peptide sequence is HRLMSAAVKDERAVH. The MHC is DRB1_0901 with pseudo-sequence DRB1_0901. The binding affinity (normalized) is 0.311. (8) The peptide sequence is SKKDKFVAANAGGTV. The MHC is HLA-DQA10501-DQB10301 with pseudo-sequence HLA-DQA10501-DQB10301. The binding affinity (normalized) is 0.743. (9) The peptide sequence is FETIVVTVDSLPEFK. The MHC is HLA-DPA10201-DPB10101 with pseudo-sequence HLA-DPA10201-DPB10101. The binding affinity (normalized) is 0.300.